From a dataset of Retrosynthesis with 50K atom-mapped reactions and 10 reaction types from USPTO. Predict the reactants needed to synthesize the given product. (1) Given the product C[C@@H]1COCCN1C(=O)c1ccc(Cl)cc1NS(=O)(=O)c1cccc2nccnc12, predict the reactants needed to synthesize it. The reactants are: C[C@@H]1COCCN1.O=C(O)c1ccc(Cl)cc1NS(=O)(=O)c1cccc2nccnc12. (2) Given the product COc1ccc(C#N)cc1NC(C)c1cc(C(=O)N(C)C)cc2c(=O)cc(N3CCOCC3)oc12, predict the reactants needed to synthesize it. The reactants are: CC(Br)c1cc(C(=O)N(C)C)cc2c(=O)cc(N3CCOCC3)oc12.COc1ccc(C#N)cc1N. (3) Given the product O=[N+]([O-])c1cc(F)c(N2CC3(CC3)C3(C2)OCCO3)c(F)c1, predict the reactants needed to synthesize it. The reactants are: C1COC2(CNCC23CC3)O1.O=[N+]([O-])c1cc(F)c(F)c(F)c1.